Regression. Given a peptide amino acid sequence and an MHC pseudo amino acid sequence, predict their binding affinity value. This is MHC class II binding data. From a dataset of Peptide-MHC class II binding affinity with 134,281 pairs from IEDB. (1) The peptide sequence is RELKCGDGIFIFRDS. The MHC is DRB1_0901 with pseudo-sequence DRB1_0901. The binding affinity (normalized) is 0.692. (2) The peptide sequence is KIKQKTKQIGNRPGP. The MHC is H-2-IAd with pseudo-sequence H-2-IAd. The binding affinity (normalized) is 0.0634. (3) The peptide sequence is FEIKCTKPEACSGEPVVVHI. The MHC is HLA-DQA10102-DQB10602 with pseudo-sequence HLA-DQA10102-DQB10602. The binding affinity (normalized) is 0.167. (4) The peptide sequence is TARLNSLGEAWTGGG. The MHC is DRB1_0901 with pseudo-sequence DRB1_0901. The binding affinity (normalized) is 0.385. (5) The peptide sequence is SQDLELSWNLNGLQIY. The MHC is DRB1_0802 with pseudo-sequence DRB1_0802. The binding affinity (normalized) is 0.452. (6) The peptide sequence is EIPSFRWTQSLRRGL. The MHC is DRB1_0901 with pseudo-sequence DRB1_0901. The binding affinity (normalized) is 0.805. (7) The peptide sequence is PSSQVSFQQPLQQYPLGQGS. The MHC is DRB3_0101 with pseudo-sequence DRB3_0101. The binding affinity (normalized) is 0. (8) The peptide sequence is PEQPASAIVNFVSKV. The MHC is HLA-DQA10101-DQB10501 with pseudo-sequence HLA-DQA10101-DQB10501. The binding affinity (normalized) is 0.0690. (9) The MHC is HLA-DQA10301-DQB10302 with pseudo-sequence HLA-DQA10301-DQB10302. The binding affinity (normalized) is 0.135. The peptide sequence is SCWRGDSNWAQNRMK. (10) The MHC is DRB1_0101 with pseudo-sequence DRB1_0101. The peptide sequence is GSDIAGTTSTLQEQIGWMTNN. The binding affinity (normalized) is 0.260.